From a dataset of Full USPTO retrosynthesis dataset with 1.9M reactions from patents (1976-2016). Predict the reactants needed to synthesize the given product. (1) Given the product [CH3:25][O:24][C:22](=[O:23])[C:21](=[O:26])[CH2:12][C:11]([C:14]1[N:15]=[N:16][C:17]([CH3:20])=[CH:18][CH:19]=1)=[O:13], predict the reactants needed to synthesize it. The reactants are: C[Si]([N-][Si](C)(C)C)(C)C.[Li+].[C:11]([C:14]1[N:15]=[N:16][C:17]([CH3:20])=[CH:18][CH:19]=1)(=[O:13])[CH3:12].[C:21](OC)(=[O:26])[C:22]([O:24][CH3:25])=[O:23]. (2) Given the product [Cl:19][C:20]1[CH:27]=[CH:26][CH:25]=[CH:24][C:21]=1[C:22]1[N:12]([CH2:13][CH:14]([O:17][CH3:18])[O:15][CH3:16])[C:3]2[C:4]([C:5]([O:7][CH3:8])=[O:6])=[CH:9][CH:10]=[CH:11][C:2]=2[N:1]=1, predict the reactants needed to synthesize it. The reactants are: [NH2:1][C:2]1[C:3]([NH:12][CH2:13][CH:14]([O:17][CH3:18])[O:15][CH3:16])=[C:4]([CH:9]=[CH:10][CH:11]=1)[C:5]([O:7][CH3:8])=[O:6].[Cl:19][C:20]1[CH:27]=[CH:26][CH:25]=[CH:24][C:21]=1[CH:22]=O. (3) Given the product [CH2:25]([N:15]1[CH2:16][CH2:17][CH:12]([C:3]2[CH:4]=[CH:5][CH:6]=[C:7]([S:8]([CH3:11])(=[O:10])=[O:9])[C:2]=2[F:1])[CH2:13][CH2:14]1)[CH2:26][CH2:27][CH3:28], predict the reactants needed to synthesize it. The reactants are: [F:1][C:2]1[C:7]([S:8]([CH3:11])(=[O:10])=[O:9])=[CH:6][CH:5]=[CH:4][C:3]=1[CH:12]1[CH2:17][CH2:16][NH:15][CH2:14][CH2:13]1.C(=O)([O-])[O-].[K+].[K+].Br[CH2:25][CH2:26][CH2:27][CH3:28]. (4) The reactants are: C(NC(C)C)(C)C.C([Li])CCC.[C:13]([O:17][C:18](=[O:27])[CH2:19][C:20]1[CH:25]=[CH:24][C:23]([CH3:26])=[CH:22][CH:21]=1)([CH3:16])([CH3:15])[CH3:14].[C:28]1(=[O:33])[CH2:32][CH2:31][CH:30]=[CH:29]1.[Cl-].[NH4+]. Given the product [C:13]([O:17][C:18](=[O:27])[CH:19]([C:20]1[CH:25]=[CH:24][C:23]([CH3:26])=[CH:22][CH:21]=1)[CH:30]1[CH2:31][CH2:32][C:28](=[O:33])[CH2:29]1)([CH3:16])([CH3:15])[CH3:14], predict the reactants needed to synthesize it. (5) Given the product [Cl:1][C:2]1[CH:7]=[CH:6][C:5]([C@H:8]2[C@H:9]([OH:28])[C@@H:10]([OH:27])[C@H:11]([OH:26])[C@@H:12]([CH2:14][O:15][C:46]3[CH:45]=[CH:44][CH:43]=[C:42]([N+:39]([O-:41])=[O:40])[CH:47]=3)[O:13]2)=[CH:4][C:3]=1[CH2:29][C:30]1[CH:35]=[CH:34][C:33]([O:36][CH2:37][CH3:38])=[CH:32][CH:31]=1, predict the reactants needed to synthesize it. The reactants are: [Cl:1][C:2]1[CH:7]=[CH:6][C:5]([C@@H:8]2[O:13][C@H:12]([CH2:14][O:15]S(C3C=CC(C)=CC=3)(=O)=O)[C@@H:11]([OH:26])[C@H:10]([OH:27])[C@H:9]2[OH:28])=[CH:4][C:3]=1[CH2:29][C:30]1[CH:35]=[CH:34][C:33]([O:36][CH2:37][CH3:38])=[CH:32][CH:31]=1.[N+:39]([C:42]1[CH:43]=[C:44](O)[CH:45]=[CH:46][CH:47]=1)([O-:41])=[O:40].C(=O)([O-])[O-].[K+].[K+]. (6) Given the product [Br:1][C:2]1[CH:7]=[CH:6][N:5]2[N:8]=[CH:9][C:10]([I:11])=[C:4]2[CH:3]=1, predict the reactants needed to synthesize it. The reactants are: [Br:1][C:2]1[CH:7]=[CH:6][N:5]2[N:8]=[CH:9][CH:10]=[C:4]2[CH:3]=1.[I:11]N1C(=O)CCC1=O. (7) Given the product [CH2:1]([O:5][CH2:6][CH2:7][CH2:8][NH:9][C:11]1[C:20]2[C:15](=[CH:16][CH:17]=[CH:18][N:19]=2)[N:14]=[CH:13][C:12]=1[N+:21]([O-:23])=[O:22])[CH2:2][CH2:3][CH3:4], predict the reactants needed to synthesize it. The reactants are: [CH2:1]([O:5][CH2:6][CH2:7][CH2:8][NH2:9])[CH2:2][CH2:3][CH3:4].Cl[C:11]1[C:20]2[C:15](=[CH:16][CH:17]=[CH:18][N:19]=2)[N:14]=[CH:13][C:12]=1[N+:21]([O-:23])=[O:22].C(N(CC)CC)C.O. (8) Given the product [CH3:67][N:66]([CH3:68])[C:64]([C:63]1[CH:69]=[CH:70][C:60]([NH:59][C:24]([C:11]2[N:12]([CH2:16][C:17]3[CH:22]=[CH:21][CH:20]=[CH:19][C:18]=3[F:23])[C:13]3[C:9]([CH:10]=2)=[CH:8][C:7]([NH:6][C:4](=[O:5])[CH2:3][C:2]([CH3:27])([CH3:1])[CH3:28])=[CH:15][CH:14]=3)=[O:25])=[CH:61][CH:62]=1)=[O:65], predict the reactants needed to synthesize it. The reactants are: [CH3:1][C:2]([CH3:28])([CH3:27])[CH2:3][C:4]([NH:6][C:7]1[CH:8]=[C:9]2[C:13](=[CH:14][CH:15]=1)[N:12]([CH2:16][C:17]1[CH:22]=[CH:21][CH:20]=[CH:19][C:18]=1[F:23])[C:11]([C:24](O)=[O:25])=[CH:10]2)=[O:5].N1C=CC=CC=1.CN(C(ON1N=NC2C=CC=NC1=2)=[N+](C)C)C.F[P-](F)(F)(F)(F)F.[NH2:59][C:60]1[CH:70]=[CH:69][C:63]([C:64]([N:66]([CH3:68])[CH3:67])=[O:65])=[CH:62][CH:61]=1. (9) The reactants are: [C:14]1(P([C:14]2[CH:19]=[CH:18][CH:17]=[CH:16][CH:15]=2)[C:14]2[CH:19]=[CH:18][CH:17]=[CH:16][CH:15]=2)[CH:19]=[CH:18][CH:17]=[CH:16][CH:15]=1.N(C(O[CH:31]([CH3:33])[CH3:32])=O)=NC(OC(C)C)=O.[C:34]([OH:37])(=[S:36])[CH3:35].[CH3:38][CH2:39][CH2:40][CH2:41][CH2:42][CH2:43]C. Given the product [C:34](=[O:37])([S:36][CH2:38][CH2:39]/[CH:40]=[CH:41]\[CH2:42]/[CH:43]=[CH:33]\[CH2:31]/[CH:32]=[CH:15]\[CH2:16]/[CH:17]=[CH:18]\[CH2:19][CH3:14])[CH3:35], predict the reactants needed to synthesize it.